This data is from Peptide-MHC class II binding affinity with 134,281 pairs from IEDB. The task is: Regression. Given a peptide amino acid sequence and an MHC pseudo amino acid sequence, predict their binding affinity value. This is MHC class II binding data. The peptide sequence is KYDAYVATLSEALRI. The MHC is HLA-DQA10501-DQB10201 with pseudo-sequence HLA-DQA10501-DQB10201. The binding affinity (normalized) is 0.535.